Dataset: Serine/threonine kinase 33 screen with 319,792 compounds. Task: Binary Classification. Given a drug SMILES string, predict its activity (active/inactive) in a high-throughput screening assay against a specified biological target. (1) The compound is O(c1ncccc1[N+]([O-])=O)c1cccnc1. The result is 0 (inactive). (2) The compound is S1C=2N(CN(C1)Cc1occc1)C(=O)CC(C2C#N)c1ccc(cc1)C. The result is 0 (inactive). (3) The compound is O(C(=O)CC1C2CC(C1)CC2)CC(=O)NC(=O)NCc1occc1. The result is 0 (inactive). (4) The compound is O=C(NC1CCCC1)C1N(CCC1)C(=O)Nc1ccccc1. The result is 0 (inactive). (5) The compound is S(=O)(=O)(NCCC(=O)Nc1cc(c(cc1)C)C)c1cc2oc(=O)n(c2cc1)C. The result is 0 (inactive). (6) The molecule is s1c(c(c(c1N)C(OCC)=O)C)c1ccccc1. The result is 0 (inactive).